Dataset: Reaction yield outcomes from USPTO patents with 853,638 reactions. Task: Predict the reaction yield, written as a fraction of the theoretical maximum amount of product (1.0 means a 100% yield; for example, 0.34 means a 34% yield). (1) The product is [C:1]([O:5][C:6]([N:8]1[CH2:13][CH2:12][C:11]2[NH:14][N:15]=[C:16]([C:17](=[O:19])[N:22]([N:21]([CH3:24])[CH3:20])[CH3:23])[C:10]=2[CH2:9]1)=[O:7])([CH3:2])([CH3:3])[CH3:4]. The catalyst is C1COCC1. The yield is 0.722. The reactants are [C:1]([O:5][C:6]([N:8]1[CH2:13][CH2:12][C:11]2[NH:14][N:15]=[C:16]([C:17]([OH:19])=O)[C:10]=2[CH2:9]1)=[O:7])([CH3:4])([CH3:3])[CH3:2].[CH3:20][N:21]([CH3:24])[NH:22][CH3:23].C(P1(=O)OP(CCC)(=O)OP(CCC)(=O)O1)CC. (2) The reactants are C(OC(=O)[NH:7][C@H:8]1[CH2:12][CH2:11][N:10]([CH2:13][CH2:14][C@@H:15]2[CH2:19][S:18][C:17]([C:20]3[NH:21][C:22]4[C:27]([CH:28]=3)=[CH:26][C:25]([Cl:29])=[CH:24][C:23]=4[NH:30][CH:31]3[CH2:36][CH2:35][O:34][CH2:33][CH2:32]3)=[N:16]2)[CH2:9]1)(C)(C)C.O1CCOCC1.Cl. The catalyst is ClCCl. The product is [NH2:7][C@H:8]1[CH2:12][CH2:11][N:10]([CH2:13][CH2:14][C@@H:15]2[CH2:19][S:18][C:17]([C:20]3[NH:21][C:22]4[C:27]([CH:28]=3)=[CH:26][C:25]([Cl:29])=[CH:24][C:23]=4[NH:30][CH:31]3[CH2:36][CH2:35][O:34][CH2:33][CH2:32]3)=[N:16]2)[CH2:9]1. The yield is 0.750. (3) The reactants are [H-].[Na+].[N:3]1([C:13]([C:15]2[CH:16]=[C:17]([CH:27]=[CH:28][CH:29]=2)[CH2:18][NH:19][C:20](=[O:26])[O:21][C:22]([CH3:25])([CH3:24])[CH3:23])=[O:14])[C:12]2[C:7](=[CH:8][CH:9]=[CH:10][CH:11]=2)[CH2:6][CH2:5][CH2:4]1.I[CH3:31].S([O-])(O)(=O)=O.[K+]. The catalyst is CN(C=O)C. The product is [CH3:31][N:19]([CH2:18][C:17]1[CH:27]=[CH:28][CH:29]=[C:15]([C:13]([N:3]2[C:12]3[C:7](=[CH:8][CH:9]=[CH:10][CH:11]=3)[CH2:6][CH2:5][CH2:4]2)=[O:14])[CH:16]=1)[C:20](=[O:26])[O:21][C:22]([CH3:25])([CH3:24])[CH3:23]. The yield is 0.930. (4) The reactants are C[O:2][C:3]1(OC)[CH2:16][CH2:15][C@:14]2([OH:17])[C@:5]34[CH2:20][CH2:19][N:18]([CH2:21][CH:22]([CH3:24])[CH3:23])[C@@H:13]2[CH2:12][C:11]2[CH:10]=[CH:9][C:8]([O:25][CH2:26][C:27]5[CH:32]=[CH:31][CH:30]=[CH:29][CH:28]=5)=[C:7]([O:33][C@@H:4]13)[C:6]4=2.[O:36](C)[S:37]([C:40]([F:43])([F:42])[F:41])(=[O:39])=[O:38]. The catalyst is ClCCCl. The product is [O-:39][S:37]([C:40]([F:43])([F:42])[F:41])(=[O:38])=[O:36].[CH2:21]([N+:18]1([CH3:40])[CH2:19][CH2:20][C@:5]23[C:6]4[C:7]5[O:33][C@H:4]2[C:3](=[O:2])[CH2:16][CH2:15][C@@:14]3([OH:17])[C@H:13]1[CH2:12][C:11]=4[CH:10]=[CH:9][C:8]=5[O:25][CH2:26][C:27]1[CH:32]=[CH:31][CH:30]=[CH:29][CH:28]=1)[CH:22]([CH3:23])[CH3:24]. The yield is 0.600. (5) The reactants are [CH2:1]([O:8][C:9]([NH:11][C:12]1[C:13]([C:29](O)=[O:30])=[N:14][C:15]2[C:20]([CH:21]=1)=[CH:19][CH:18]=[C:17]([N:22]1[CH2:27][CH2:26][CH2:25][CH2:24][C:23]1=[O:28])[CH:16]=2)=[O:10])[C:2]1[CH:7]=[CH:6][CH:5]=[CH:4][CH:3]=1.[NH2:32][C:33]1[CH:34]=[N:35][CH:36]=[CH:37][C:38]=1[N:39]1[CH2:44][C@H:43]([CH3:45])[C@@H:42]([O:46][Si](C(C)(C)C)(C)C)[C@H:41]([NH:54]C(=O)OC(C)(C)C)[CH2:40]1.CN(C(ON1N=NC2C=CC=NC1=2)=[N+](C)C)C.F[P-](F)(F)(F)(F)F.CCN(C(C)C)C(C)C. The catalyst is CN(C=O)C.CCOC(C)=O.[OH-].[Na+]. The product is [NH2:54][C@H:41]1[C@H:42]([OH:46])[C@@H:43]([CH3:45])[CH2:44][N:39]([C:38]2[CH:37]=[CH:36][N:35]=[CH:34][C:33]=2[NH:32][C:29]([C:13]2[C:12]([NH:11][C:9](=[O:10])[O:8][CH2:1][C:2]3[CH:7]=[CH:6][CH:5]=[CH:4][CH:3]=3)=[CH:21][C:20]3[C:15](=[CH:16][C:17]([N:22]4[CH2:27][CH2:26][CH2:25][CH2:24][C:23]4=[O:28])=[CH:18][CH:19]=3)[N:14]=2)=[O:30])[CH2:40]1. The yield is 0.320. (6) The reactants are [OH:1][C:2]1([C:12]2[CH:21]=[CH:20][C:15]([C:16]([NH:18][CH3:19])=[O:17])=[CH:14][CH:13]=2)[CH2:11][CH2:10][C:5]2(OCC[O:6]2)[CH2:4][CH2:3]1.C([O-])(O)=O.[Na+].C(OCC)(=O)C.CCCCCC. The catalyst is C1COCC1.Cl. The product is [OH:1][C:2]1([C:12]2[CH:13]=[CH:14][C:15]([C:16]([NH:18][CH3:19])=[O:17])=[CH:20][CH:21]=2)[CH2:11][CH2:10][C:5](=[O:6])[CH2:4][CH2:3]1. The yield is 0.900. (7) The reactants are [OH:1][CH2:2][C:3]1[S:7][C:6]([CH2:8][C:9]([OH:11])=[O:10])=[CH:5][CH:4]=1.N1C=CN=C1.[Si:17](Cl)([C:20]([CH3:23])([CH3:22])[CH3:21])([CH3:19])[CH3:18].C(=O)([O-])[O-].[K+].[K+]. The catalyst is O.C(OCC)(=O)C.O1CCCC1. The product is [Si:17]([O:1][CH2:2][C:3]1[S:7][C:6]([CH2:8][C:9]([OH:11])=[O:10])=[CH:5][CH:4]=1)([C:20]([CH3:23])([CH3:22])[CH3:21])([CH3:19])[CH3:18]. The yield is 0.240. (8) The reactants are [F:1][C:2]([F:16])([F:15])[O:3][C:4]1[CH:5]=[C:6]2[C:11](=[C:12]([NH2:14])[CH:13]=1)[N:10]=[CH:9][CH:8]=[CH:7]2.[F:17][C:18]([F:30])([F:29])[C:19]1[N:24]=[CH:23][C:22]([S:25](Cl)(=[O:27])=[O:26])=[CH:21][CH:20]=1.N1C=CC=CC=1. The catalyst is CN(C1C=CN=CC=1)C.C(Cl)Cl. The product is [F:16][C:2]([F:1])([F:15])[O:3][C:4]1[CH:5]=[C:6]2[C:11](=[C:12]([NH:14][S:25]([C:22]3[CH:23]=[N:24][C:19]([C:18]([F:30])([F:17])[F:29])=[CH:20][CH:21]=3)(=[O:27])=[O:26])[CH:13]=1)[N:10]=[CH:9][CH:8]=[CH:7]2. The yield is 0.420. (9) The reactants are [CH3:1][O:2][C:3]1[N:8]=[CH:7][C:6]([C:9]2[N:13]([C:14]3[CH:15]=[N:16][CH:17]=[CH:18][CH:19]=3)[N:12]=[C:11]([C:20]([OH:22])=O)[CH:10]=2)=[CH:5][CH:4]=1.[C:23]([NH2:27])([CH3:26])([CH3:25])[CH3:24]. No catalyst specified. The product is [C:23]([NH:27][C:20]([C:11]1[CH:10]=[C:9]([C:6]2[CH:7]=[N:8][C:3]([O:2][CH3:1])=[CH:4][CH:5]=2)[N:13]([C:14]2[CH:15]=[N:16][CH:17]=[CH:18][CH:19]=2)[N:12]=1)=[O:22])([CH3:26])([CH3:25])[CH3:24]. The yield is 0.540. (10) The reactants are C([O:5][C:6](=[O:54])[C:7]([O:10]/[N:11]=[C:12](/[C:41]1[N:42]=[C:43]([NH:46]C(OC(C)(C)C)=O)[S:44][CH:45]=1)\[C:13]([NH:15][C@@H:16]1[C:19](=[O:20])[N:18]([S:21]([OH:24])(=[O:23])=[O:22])[C@@H:17]1[CH2:25][C:26]1[N:27]=[N:28][N:29]([CH2:31][CH2:32][NH:33]C(OC(C)(C)C)=O)[CH:30]=1)=[O:14])([CH3:9])[CH3:8])(C)(C)C.C(O)(C(F)(F)F)=O. The catalyst is C(Cl)Cl. The product is [NH2:33][CH2:32][CH2:31][N:29]1[CH:30]=[C:26]([CH2:25][C@@H:17]2[C@H:16]([NH:15][C:13](=[O:14])/[C:12](=[N:11]\[O:10][C:7]([CH3:9])([CH3:8])[C:6]([OH:54])=[O:5])/[C:41]3[N:42]=[C:43]([NH2:46])[S:44][CH:45]=3)[C:19](=[O:20])[N:18]2[S:21]([OH:24])(=[O:22])=[O:23])[N:27]=[N:28]1. The yield is 0.240.